From a dataset of Full USPTO retrosynthesis dataset with 1.9M reactions from patents (1976-2016). Predict the reactants needed to synthesize the given product. (1) Given the product [CH2:3]([O:10][C:18]1[CH:17]=[C:14]([CH:13]=[CH:12][C:19]=1[C:20]1[O:24][C:23]([CH3:25])=[N:22][CH:21]=1)[C:15]#[N:16])[C:4]1[CH:9]=[CH:8][CH:7]=[CH:6][CH:5]=1, predict the reactants needed to synthesize it. The reactants are: [H-].[Na+].[CH2:3]([OH:10])[C:4]1[CH:9]=[CH:8][CH:7]=[CH:6][CH:5]=1.F[C:12]1[CH:13]=[C:14]([CH:17]=[CH:18][C:19]=1[C:20]1[O:24][C:23]([CH3:25])=[N:22][CH:21]=1)[C:15]#[N:16]. (2) Given the product [CH:1]1[C:14]2[C:5](=[CH:6][C:7]3[C:12]([C:13]=2[C:15]([N:17]2[CH2:18][CH2:19][CH:20]([N:23]4[CH2:44][CH2:43][CH2:42][C:25]5([N:29]=[C:28]([CH3:30])[N:27]([CH2:31][CH2:32][OH:33])[C:26]5=[O:41])[CH2:24]4)[CH2:21][CH2:22]2)=[O:16])=[CH:11][CH:10]=[CH:9][CH:8]=3)[CH:4]=[CH:3][CH:2]=1, predict the reactants needed to synthesize it. The reactants are: [CH:1]1[C:14]2[C:5](=[CH:6][C:7]3[C:12]([C:13]=2[C:15]([N:17]2[CH2:22][CH2:21][CH:20]([N:23]4[CH2:44][CH2:43][CH2:42][C:25]5([N:29]=[C:28]([CH3:30])[N:27]([CH2:31][CH2:32][O:33][Si](C(C)(C)C)(C)C)[C:26]5=[O:41])[CH2:24]4)[CH2:19][CH2:18]2)=[O:16])=[CH:11][CH:10]=[CH:9][CH:8]=3)[CH:4]=[CH:3][CH:2]=1.[F-].C([N+](CCCC)(CCCC)CCCC)CCC.O1CCCC1.O. (3) Given the product [CH:31]1([CH2:36][O:37][C:2]2[CH:3]=[C:4]([C:8]3([C:25]4[CH:30]=[CH:29][N:28]=[CH:27][CH:26]=4)[C:16]4[C:11](=[N:12][CH:13]=[CH:14][CH:15]=4)[C:10]([NH2:17])=[N:9]3)[CH:5]=[CH:6][CH:7]=2)[CH2:35][CH2:34][CH2:33][CH2:32]1, predict the reactants needed to synthesize it. The reactants are: O[C:2]1[CH:3]=[C:4]([C:8]2([C:25]3[CH:30]=[CH:29][N:28]=[CH:27][CH:26]=3)[C:16]3[C:11](=[N:12][CH:13]=[CH:14][CH:15]=3)[C:10]([NH:17]C(=O)OC(C)(C)C)=[N:9]2)[CH:5]=[CH:6][CH:7]=1.[CH:31]1([CH2:36][OH:37])[CH2:35][CH2:34][CH2:33][CH2:32]1. (4) The reactants are: [F:1][C:2]1[CH:7]=[CH:6][C:5]([N:8]2[C:16]3[C:11](=[CH:12][C:13](OS(C(F)(F)F)(=O)=O)=[CH:14][CH:15]=3)[CH:10]=[CH:9]2)=[CH:4][CH:3]=1.[CH2:25]([OH:28])[C:26]#[CH:27]. Given the product [F:1][C:2]1[CH:7]=[CH:6][C:5]([N:8]2[C:16]3[C:11](=[CH:12][C:13]([C:27]#[C:26][CH2:25][OH:28])=[CH:14][CH:15]=3)[CH:10]=[CH:9]2)=[CH:4][CH:3]=1, predict the reactants needed to synthesize it. (5) Given the product [Cl:17][C:18]1[C:19]([C:20]2[O:14][C:13]([C:3]3[C:4]([C:7]4[CH:12]=[CH:11][CH:10]=[CH:9][CH:8]=4)=[N:5][O:6][C:2]=3[CH3:1])=[N:15][N:16]=2)=[CH:23][CH:24]=[C:25]([Cl:27])[N:26]=1, predict the reactants needed to synthesize it. The reactants are: [CH3:1][C:2]1[O:6][N:5]=[C:4]([C:7]2[CH:12]=[CH:11][CH:10]=[CH:9][CH:8]=2)[C:3]=1[C:13]([NH:15][NH2:16])=[O:14].[Cl:17][C:18]1[N:26]=[C:25]([Cl:27])[CH:24]=[CH:23][C:19]=1[C:20](O)=O. (6) Given the product [C:3]([CH:6]([O:18][C:19](=[O:21])[CH3:20])[CH2:7][CH:8]=[C:9]([CH3:17])[CH2:10][CH2:11][CH2:12][CH:13]([CH3:16])[CH:14]([OH:15])[CH:23]([CH3:34])[C:24](=[O:33])[C:25]([CH3:31])([CH3:32])[CH:26]([O:27][CH3:28])[O:29][CH3:30])(=[O:5])[CH3:4], predict the reactants needed to synthesize it. The reactants are: [Li+].[I-].[C:3]([CH:6]([O:18][C:19](=[O:21])[CH3:20])[CH2:7][CH:8]=[C:9]([CH3:17])[CH2:10][CH2:11][CH2:12][CH:13]([CH3:16])[CH:14]=[O:15])(=[O:5])[CH3:4].Br[CH:23]([CH3:34])[C:24](=[O:33])[C:25]([CH3:32])([CH3:31])[CH:26]([O:29][CH3:30])[O:27][CH3:28].O=O.[Na+].[Cl-]. (7) Given the product [CH3:1][O:2][CH2:3][O:4][C:5]1[CH:10]=[CH:9][C:8]([CH:11]([NH2:15])[CH2:12][CH2:13][CH3:14])=[CH:7][CH:6]=1, predict the reactants needed to synthesize it. The reactants are: [CH3:1][O:2][CH2:3][O:4][C:5]1[CH:10]=[CH:9][C:8]([C:11](=[N:15]O)[CH2:12][CH2:13][CH3:14])=[CH:7][CH:6]=1.[H-].[Al+3].[Li+].[H-].[H-].[H-].O.[OH-].[Na+]. (8) Given the product [F:17][C:15]([F:16])([F:18])[C:12]1[N:11]=[CH:10][C:9]([CH2:8][CH2:7][C:6]([OH:19])=[O:5])=[CH:14][CH:13]=1, predict the reactants needed to synthesize it. The reactants are: O.[OH-].[Li+].C[O:5][C:6](=[O:19])[CH2:7][CH2:8][C:9]1[CH:10]=[N:11][C:12]([C:15]([F:18])([F:17])[F:16])=[CH:13][CH:14]=1.C(Cl)Cl.Cl. (9) Given the product [Cl:17][C:18]1[CH:23]=[C:22]([Cl:24])[C:21]([Cl:25])=[CH:20][C:19]=1[S:26]([NH:1][C:2]1[S:3][CH:4]=[C:5]([C:7]2[CH:8]=[CH:9][C:10]([NH:13][C:14](=[O:16])[CH3:15])=[CH:11][CH:12]=2)[N:6]=1)(=[O:28])=[O:27], predict the reactants needed to synthesize it. The reactants are: [NH2:1][C:2]1[S:3][CH:4]=[C:5]([C:7]2[CH:12]=[CH:11][C:10]([NH:13][C:14](=[O:16])[CH3:15])=[CH:9][CH:8]=2)[N:6]=1.[Cl:17][C:18]1[CH:23]=[C:22]([Cl:24])[C:21]([Cl:25])=[CH:20][C:19]=1[S:26](Cl)(=[O:28])=[O:27].